Dataset: Reaction yield outcomes from USPTO patents with 853,638 reactions. Task: Predict the reaction yield, written as a fraction of the theoretical maximum amount of product (1.0 means a 100% yield; for example, 0.34 means a 34% yield). (1) The reactants are [N:1]1([C:7]2[C:8]3[N:16]=[C:15]([C:17]4[CH:18]=[N:19][CH:20]=[CH:21][CH:22]=4)[S:14][C:9]=3[N:10]=[C:11]([NH2:13])[N:12]=2)[CH2:6][CH2:5][NH:4][CH2:3][CH2:2]1.[C:23]1([CH3:34])[CH:28]=[CH:27][CH:26]=[C:25]([O:29][CH2:30][C:31](O)=[O:32])[CH:24]=1. No catalyst specified. The product is [NH2:13][C:11]1[N:12]=[C:7]([N:1]2[CH2:6][CH2:5][N:4]([C:31](=[O:32])[CH2:30][O:29][C:25]3[CH:24]=[C:23]([CH3:34])[CH:28]=[CH:27][CH:26]=3)[CH2:3][CH2:2]2)[C:8]2[N:16]=[C:15]([C:17]3[CH:18]=[N:19][CH:20]=[CH:21][CH:22]=3)[S:14][C:9]=2[N:10]=1. The yield is 0.450. (2) The catalyst is ClCCl.C(=O)([O-])O.[Na+]. The reactants are CC(OI1(OC(C)=O)(OC(C)=O)OC(=O)C2C=CC=CC1=2)=[O:3].[Br:23][C:24]1[CH:25]=[C:26]([CH:31]([C:33]2([C:39]3[CH:44]=[CH:43][C:42]([O:45][Si:46]([C:59]([CH3:62])([CH3:61])[CH3:60])([C:53]4[CH:58]=[CH:57][CH:56]=[CH:55][CH:54]=4)[C:47]4[CH:52]=[CH:51][CH:50]=[CH:49][CH:48]=4)=[CH:41][CH:40]=3)SCCCS2)[OH:32])[CH:27]=[CH:28][C:29]=1[F:30].C(O)(C)(C)C.S([O-])([O-])(=O)=S.[Na+].[Na+]. The yield is 0.940. The product is [Br:23][C:24]1[CH:25]=[C:26]([C:31](=[O:32])[C:33]([C:39]2[CH:40]=[CH:41][C:42]([O:45][Si:46]([C:59]([CH3:60])([CH3:61])[CH3:62])([C:53]3[CH:54]=[CH:55][CH:56]=[CH:57][CH:58]=3)[C:47]3[CH:48]=[CH:49][CH:50]=[CH:51][CH:52]=3)=[CH:43][CH:44]=2)=[O:3])[CH:27]=[CH:28][C:29]=1[F:30]. (3) The reactants are [N:1]1([C:7]([O:9][C:10]([CH3:13])([CH3:12])[CH3:11])=[O:8])[CH2:6][CH2:5][NH:4][CH2:3][CH2:2]1.[Cl:14][C:15]1[CH:16]=[C:17]([CH2:22][OH:23])[CH:18]=[N:19][C:20]=1Cl.CCN(C(C)C)C(C)C. The product is [Cl:14][C:15]1[C:20]([N:4]2[CH2:5][CH2:6][N:1]([C:7]([O:9][C:10]([CH3:13])([CH3:12])[CH3:11])=[O:8])[CH2:2][CH2:3]2)=[N:19][CH:18]=[C:17]([CH2:22][OH:23])[CH:16]=1. The catalyst is CN1C(=O)CCC1. The yield is 0.323.